This data is from Forward reaction prediction with 1.9M reactions from USPTO patents (1976-2016). The task is: Predict the product of the given reaction. (1) Given the reactants [F:1][C:2]1[CH:3]=[C:4]([SH:8])[CH:5]=[CH:6][CH:7]=1.C1(P(C2C=CC=CC=2)C2C3OC4C(=CC=CC=4P(C4C=CC=CC=4)C4C=CC=CC=4)C(C)(C)C=3C=CC=2)C=CC=CC=1.CCN(C(C)C)C(C)C.[C:60]([O:64][C:65]([N:67]1[CH2:71][CH2:70][C@@H:69]([C:72]2[CH:77]=[CH:76][C:75](Br)=[CH:74][C:73]=2[OH:79])[CH2:68]1)=[O:66])([CH3:63])([CH3:62])[CH3:61].OS([O-])(=O)=O.[K+].[O-]S([O-])(=O)=O.[Na+].[Na+], predict the reaction product. The product is: [C:60]([O:64][C:65]([N:67]1[CH2:71][CH2:70][C@@H:69]([C:72]2[CH:77]=[CH:76][C:75]([S:8][C:4]3[CH:5]=[CH:6][CH:7]=[C:2]([F:1])[CH:3]=3)=[CH:74][C:73]=2[OH:79])[CH2:68]1)=[O:66])([CH3:63])([CH3:61])[CH3:62]. (2) Given the reactants [W:1]=[O:2].C(OC=C)(=O)C.C=C.[C:11]1([CH3:17])[CH:16]=[CH:15][CH:14]=[CH:13][CH:12]=1, predict the reaction product. The product is: [C:11]1([CH3:17])[CH:16]=[CH:15][CH:14]=[CH:13][CH:12]=1.[W:1]=[O:2]. (3) Given the reactants [NH2:1][C:2]1[S:3][C:4]2[CH:10]=[C:9]([O:11][C:12]3[CH:13]=[C:14]([NH:19][C:20](=[O:32])[C:21]4[CH:26]=[CH:25][CH:24]=[C:23]([C:27]([C:30]#[N:31])([CH3:29])[CH3:28])[CH:22]=4)[CH:15]=[CH:16][C:17]=3[CH3:18])[CH:8]=[CH:7][C:5]=2[N:6]=1.[CH:33]1([C:36](Cl)=[O:37])[CH2:35][CH2:34]1, predict the reaction product. The product is: [C:30]([C:27]([C:23]1[CH:22]=[C:21]([CH:26]=[CH:25][CH:24]=1)[C:20]([NH:19][C:14]1[CH:15]=[CH:16][C:17]([CH3:18])=[C:12]([O:11][C:9]2[CH:8]=[CH:7][C:5]3[N:6]=[C:2]([NH:1][C:36]([CH:33]4[CH2:35][CH2:34]4)=[O:37])[S:3][C:4]=3[CH:10]=2)[CH:13]=1)=[O:32])([CH3:29])[CH3:28])#[N:31].